This data is from Peptide-MHC class I binding affinity with 185,985 pairs from IEDB/IMGT. The task is: Regression. Given a peptide amino acid sequence and an MHC pseudo amino acid sequence, predict their binding affinity value. This is MHC class I binding data. (1) The peptide sequence is ASACHDGM. The MHC is Mamu-A02 with pseudo-sequence Mamu-A02. The binding affinity (normalized) is 0.346. (2) The peptide sequence is ELRDYFEQI. The MHC is HLA-A32:01 with pseudo-sequence HLA-A32:01. The binding affinity (normalized) is 0.